This data is from Reaction yield outcomes from USPTO patents with 853,638 reactions. The task is: Predict the reaction yield, written as a fraction of the theoretical maximum amount of product (1.0 means a 100% yield; for example, 0.34 means a 34% yield). (1) The reactants are [C:1]([C@:3]12[CH2:9][C@H:8]1[C@:7]([C:11]1[CH:16]=[C:15]([NH:17]C(=O)C(F)(F)F)[CH:14]=[CH:13][C:12]=1[F:24])([CH3:10])[N:6]=[C:5]([NH:25]C(=O)C(F)(F)F)[S:4]2)#[N:2]. The catalyst is N.CO. The product is [NH2:25][C:5]1[S:4][C@:3]2([C:1]#[N:2])[C@H:8]([C@:7]([C:11]3[CH:16]=[C:15]([NH2:17])[CH:14]=[CH:13][C:12]=3[F:24])([CH3:10])[N:6]=1)[CH2:9]2. The yield is 0.660. (2) The reactants are Cl[C:2]1[N:7]=[C:6]([NH:8][C@H:9]([C:12]2[CH:17]=[CH:16][CH:15]=[CH:14][CH:13]=2)[CH2:10][CH3:11])[CH:5]=[N:4][CH:3]=1.[CH3:18][O:19][C:20]1[CH:25]=[C:24](B2OC(C)(C)C(C)(C)O2)[CH:23]=[CH:22][C:21]=1[OH:35]. No catalyst specified. The product is [CH3:18][O:19][C:20]1[CH:25]=[C:24]([C:2]2[CH:3]=[N:4][CH:5]=[C:6]([NH:8][C@H:9]([C:12]3[CH:17]=[CH:16][CH:15]=[CH:14][CH:13]=3)[CH2:10][CH3:11])[N:7]=2)[CH:23]=[CH:22][C:21]=1[OH:35]. The yield is 0.450.